This data is from Full USPTO retrosynthesis dataset with 1.9M reactions from patents (1976-2016). The task is: Predict the reactants needed to synthesize the given product. Given the product [CH3:15][O:16][CH2:14][CH2:13][O:17][CH2:10][CH2:9][O:8][CH2:7][CH3:12].[C:1]([O:6][CH:7]1[CH2:12][CH2:11][CH2:10][CH2:9][O:8]1)(=[O:5])[C:2]([CH3:4])=[CH2:3].[CH2:13]([O:17][C:18]1[CH:23]=[CH:22][C:21]([CH:24]=[CH2:25])=[CH:20][CH:19]=1)[CH:14]1[O:16][CH2:15]1.[C:26]([O:31][CH2:32][CH2:33][OH:34])(=[O:30])[C:27]([CH3:29])=[CH2:28], predict the reactants needed to synthesize it. The reactants are: [C:1]([O:6][CH:7]1[CH2:12][CH2:11][CH2:10][CH2:9][O:8]1)(=[O:5])[C:2]([CH3:4])=[CH2:3].[CH2:13]([O:17][C:18]1[CH:23]=[CH:22][C:21]([CH:24]=[CH2:25])=[CH:20][CH:19]=1)[CH:14]1[O:16][CH2:15]1.[C:26]([O:31][CH2:32][CH2:33][OH:34])(=[O:30])[C:27]([CH3:29])=[CH2:28].N(C(C)(CC)C([O-])=O)=NC(C)(CC)C([O-])=O.